From a dataset of Full USPTO retrosynthesis dataset with 1.9M reactions from patents (1976-2016). Predict the reactants needed to synthesize the given product. (1) Given the product [N:10]1([C:2]2[CH:9]=[CH:8][CH:7]=[CH:6][C:3]=2[CH:4]=[O:5])[CH2:15][CH2:14][NH:13][CH2:12][CH2:11]1, predict the reactants needed to synthesize it. The reactants are: F[C:2]1[CH:9]=[CH:8][CH:7]=[CH:6][C:3]=1[CH:4]=[O:5].[NH:10]1[CH2:15][CH2:14][NH:13][CH2:12][CH2:11]1. (2) Given the product [OH:8][N:9]1[C:15](=[O:16])[N:14]2[CH2:17][C@H:10]1[CH2:11][CH2:12][C@H:13]2[C:18]1[O:22][N:21]=[C:20]([C:23]([O:25][CH2:26][CH3:27])=[O:24])[N:19]=1, predict the reactants needed to synthesize it. The reactants are: C([O:8][N:9]1[C:15](=[O:16])[N:14]2[CH2:17][C@H:10]1[CH2:11][CH2:12][C@H:13]2[C:18]1[O:22][N:21]=[C:20]([C:23]([O:25][CH2:26][CH3:27])=[O:24])[N:19]=1)C1C=CC=CC=1.